From a dataset of Forward reaction prediction with 1.9M reactions from USPTO patents (1976-2016). Predict the product of the given reaction. (1) Given the reactants [Cl:1][C:2]1[C:6]([N:7]([CH2:14][CH3:15])[C:8](=[O:13])[CH2:9][CH2:10][S:11][CH3:12])=[CH:5][N:4]([C:16]2[CH:17]=[N:18][CH:19]=[CH:20][CH:21]=2)[N:3]=1.B1([O-])OO1.[OH2:26].[OH2:27].O.O.[Na+].C([O-])(O)=O.[Na+].C(OCC)(=O)C, predict the reaction product. The product is: [Cl:1][C:2]1[C:6]([N:7]([CH2:14][CH3:15])[C:8](=[O:13])[CH2:9][CH2:10][S:11]([CH3:12])(=[O:27])=[O:26])=[CH:5][N:4]([C:16]2[CH:17]=[N:18][CH:19]=[CH:20][CH:21]=2)[N:3]=1. (2) Given the reactants CO[C:3](=O)[C:4]([OH:9])(C)[CH2:5]C=C.[CH3:11][Mg+].[Br-].[CH2:14]1[CH2:18][O:17][CH2:16][CH2:15]1, predict the reaction product. The product is: [CH3:3][C:4]([OH:9])([C:16]([CH3:11])([OH:17])[CH2:15][CH:14]=[CH2:18])[CH3:5]. (3) Given the reactants C(OC([N:8]1[CH2:13][CH2:12][N:11]([C:14]2[N:22]([CH2:23][CH:24]=[C:25]([CH3:27])[CH3:26])[C:21]3[C:20](=[O:28])[N:19]([CH2:29][C:30]([OH:32])=[O:31])[C:18](=[O:33])[N:17]([CH3:34])[C:16]=3[N:15]=2)[CH2:10][CH2:9]1)=O)(C)(C)C.[F:35][C:36]([F:41])([F:40])[C:37]([OH:39])=[O:38], predict the reaction product. The product is: [F:35][C:36]([F:41])([F:40])[C:37]([OH:39])=[O:38].[CH3:34][N:17]1[C:16]2[N:15]=[C:14]([N:11]3[CH2:10][CH2:9][NH:8][CH2:13][CH2:12]3)[N:22]([CH2:23][CH:24]=[C:25]([CH3:27])[CH3:26])[C:21]=2[C:20](=[O:28])[N:19]([CH2:29][C:30]([OH:32])=[O:31])[C:18]1=[O:33].